Dataset: Catalyst prediction with 721,799 reactions and 888 catalyst types from USPTO. Task: Predict which catalyst facilitates the given reaction. (1) Reactant: [CH3:1][N:2]1[C:6]([C:7]([C:9]2[CH:14]=[CH:13][CH:12]=[CH:11][CH:10]=2)=O)=[CH:5][N:4]=[C:3]1[CH3:15].Cl.[NH2:17][OH:18]. Product: [CH3:1][N:2]1[C:6]([C:7]([C:9]2[CH:14]=[CH:13][CH:12]=[CH:11][CH:10]=2)=[N:17][OH:18])=[CH:5][N:4]=[C:3]1[CH3:15]. The catalyst class is: 17. (2) Reactant: [NH2:1][C:2]1[N:7]=[C:6]([C:8]2[CH:15]=[CH:14][C:11]([C:12]#[N:13])=[C:10](F)[CH:9]=2)[CH:5]=[C:4]([NH:17][CH:18]2[C:26]3[C:21](=[CH:22][CH:23]=[CH:24][CH:25]=3)[CH2:20][CH2:19]2)[N:3]=1.O.[NH2:28][NH2:29]. Product: [NH2:13][C:12]1[C:11]2[C:10](=[CH:9][C:8]([C:6]3[N:7]=[C:2]([NH2:1])[N:3]=[C:4]([NH:17][CH:18]4[C:26]5[C:21](=[CH:22][CH:23]=[CH:24][CH:25]=5)[CH2:20][CH2:19]4)[CH:5]=3)=[CH:15][CH:14]=2)[NH:29][N:28]=1. The catalyst class is: 8.